From a dataset of Merck oncology drug combination screen with 23,052 pairs across 39 cell lines. Regression. Given two drug SMILES strings and cell line genomic features, predict the synergy score measuring deviation from expected non-interaction effect. Drug 1: Cn1nnc2c(C(N)=O)ncn2c1=O. Drug 2: CC1(c2nc3c(C(N)=O)cccc3[nH]2)CCCN1. Cell line: A2780. Synergy scores: synergy=54.4.